From a dataset of Full USPTO retrosynthesis dataset with 1.9M reactions from patents (1976-2016). Predict the reactants needed to synthesize the given product. (1) Given the product [F:14][C:3]([F:2])([F:13])[C:4]1[N:9]=[C:8]([C:10]2[NH:11][C:15](=[O:22])[CH2:16][C:17](=[O:18])[N:12]=2)[CH:7]=[N:6][CH:5]=1, predict the reactants needed to synthesize it. The reactants are: Cl.[F:2][C:3]([F:14])([F:13])[C:4]1[N:9]=[C:8]([C:10](=[NH:12])[NH2:11])[CH:7]=[N:6][CH:5]=1.[C:15](OCC)(=[O:22])[CH2:16][C:17](OCC)=[O:18].C(=O)([O-])[O-].[K+].[K+]. (2) The reactants are: [CH2:1]([O:3][C:4](=[O:13])[C:5]1[CH:10]=[CH:9][C:8]([Cl:11])=[N:7][C:6]=1Cl)[CH3:2].[C:14]([N:21]1[CH2:26][CH2:25][NH:24][CH2:23][CH2:22]1)([O:16][C:17]([CH3:20])([CH3:19])[CH3:18])=[O:15].CCN(CC)CC. Given the product [C:17]([O:16][C:14]([N:21]1[CH2:26][CH2:25][N:24]([C:6]2[C:5]([C:4]([O:3][CH2:1][CH3:2])=[O:13])=[CH:10][CH:9]=[C:8]([Cl:11])[N:7]=2)[CH2:23][CH2:22]1)=[O:15])([CH3:20])([CH3:18])[CH3:19], predict the reactants needed to synthesize it.